This data is from Catalyst prediction with 721,799 reactions and 888 catalyst types from USPTO. The task is: Predict which catalyst facilitates the given reaction. (1) Reactant: [Cl:1][C:2]1[CH:22]=[CH:21][C:5]([CH2:6][C:7]2(O)[CH2:12][CH2:11][N:10]([C:13]([O:15][C:16]([CH3:19])([CH3:18])[CH3:17])=[O:14])[CH2:9][CH2:8]2)=[C:4]([F:23])[CH:3]=1.C(N(S(F)(F)[F:30])CC)C.C(=O)(O)[O-].[Na+]. Product: [Cl:1][C:2]1[CH:22]=[CH:21][C:5]([CH2:6][C:7]2([F:30])[CH2:12][CH2:11][N:10]([C:13]([O:15][C:16]([CH3:19])([CH3:18])[CH3:17])=[O:14])[CH2:9][CH2:8]2)=[C:4]([F:23])[CH:3]=1. The catalyst class is: 2. (2) Reactant: [CH2:1]([O:3][C:4](=[O:39])[CH2:5][C:6]1[CH:7]=[C:8]([C:14]2[CH:19]=[CH:18][C:17]([C:20]([F:23])([F:22])[F:21])=[CH:16][C:15]=2[CH2:24][N:25]([CH2:37][CH3:38])[C:26](=[N:34][C:35]#[N:36])OC2C=CC=CC=2)[C:9]([O:12][CH3:13])=[CH:10][CH:11]=1)[CH3:2].[CH2:40]([NH2:47])[C:41]1[CH:46]=[CH:45][CH:44]=[CH:43][CH:42]=1. Product: [CH2:1]([O:3][C:4](=[O:39])[CH2:5][C:6]1[CH:7]=[C:8]([C:14]2[CH:19]=[CH:18][C:17]([C:20]([F:23])([F:22])[F:21])=[CH:16][C:15]=2[CH2:24][N:25]([CH2:37][CH3:38])[C:26]([NH:34][C:35]#[N:36])=[N:47][CH2:40][C:41]2[CH:46]=[CH:45][CH:44]=[CH:43][CH:42]=2)[C:9]([O:12][CH3:13])=[CH:10][CH:11]=1)[CH3:2]. The catalyst class is: 14. (3) Reactant: C(Cl)(=O)C(Cl)=O.CN(C=O)C.[C:12]([NH:19]C(=O)[C@@H]1CCCN1)([O:14][C:15]([CH3:18])([CH3:17])[CH3:16])=[O:13].[N:27]1[CH:32]=[CH:31][CH:30]=[CH:29][CH:28]=1. Product: [C:32]([C@@H:31]1[CH2:30][CH2:29][CH2:28][N:19]1[C:12]([O:14][C:15]([CH3:18])([CH3:17])[CH3:16])=[O:13])#[N:27]. The catalyst class is: 210. (4) Reactant: [CH3:1][C:2]1[CH:7]=[CH:6][C:5]([NH:8][C:9](=[O:22])[C:10]2[CH:15]=[CH:14][C:13]([CH2:16]Br)=[C:12]([C:18]([F:21])([F:20])[F:19])[CH:11]=2)=[CH:4][C:3]=1[NH:23][C:24](=[O:33])[CH:25]=[CH:26][C:27]1[CH:28]=[N:29][CH:30]=[CH:31][CH:32]=1.C(=O)([O-])[O-].[K+].[K+].[CH3:40][N:41]1[CH2:46][CH2:45][NH:44][CH2:43][CH2:42]1. Product: [CH3:1][C:2]1[CH:7]=[CH:6][C:5]([NH:8][C:9](=[O:22])[C:10]2[CH:15]=[CH:14][C:13]([CH2:16][N:44]3[CH2:45][CH2:46][N:41]([CH3:40])[CH2:42][CH2:43]3)=[C:12]([C:18]([F:21])([F:20])[F:19])[CH:11]=2)=[CH:4][C:3]=1[NH:23][C:24](=[O:33])[CH:25]=[CH:26][C:27]1[CH:28]=[N:29][CH:30]=[CH:31][CH:32]=1. The catalyst class is: 7. (5) Reactant: C(=O)([O-])[O-].[K+].[K+].C1(S([CH:16]([NH:27][C:28](=[O:34])[O:29][C:30]([CH3:33])([CH3:32])[CH3:31])[C:17]2[CH:22]=[CH:21][CH:20]=[C:19]([C:23]([F:26])([F:25])[F:24])[CH:18]=2)(=O)=O)C=CC=CC=1. Product: [F:24][C:23]([F:25])([F:26])[C:19]1[CH:18]=[C:17](/[CH:16]=[N:27]/[C:28](=[O:34])[O:29][C:30]([CH3:33])([CH3:31])[CH3:32])[CH:22]=[CH:21][CH:20]=1. The catalyst class is: 1.